Dataset: Drug-target binding data from BindingDB using IC50 measurements. Task: Regression. Given a target protein amino acid sequence and a drug SMILES string, predict the binding affinity score between them. We predict pIC50 (pIC50 = -log10(IC50 in M); higher means more potent). Dataset: bindingdb_ic50. (1) The pIC50 is 6.8. The target protein (P78536) has sequence MRQSLLFLTSVVPFVLAPRPPDDPGFGPHQRLEKLDSLLSDYDILSLSNIQQHSVRKRDLQTSTHVETLLTFSALKRHFKLYLTSSTERFSQNFKVVVVDGKNESEYTVKWQDFFTGHVVGEPDSRVLAHIRDDDVIIRINTDGAEYNIEPLWRFVNDTKDKRMLVYKSEDIKNVSRLQSPKVCGYLKVDNEELLPKGLVDREPPEELVHRVKRRADPDPMKNTCKLLVVADHRFYRYMGRGEESTTTNYLIELIDRVDDIYRNTSWDNAGFKGYGIQIEQIRILKSPQEVKPGEKHYNMAKSYPNEEKDAWDVKMLLEQFSFDIAEEASKVCLAHLFTYQDFDMGTLGLAYVGSPRANSHGGVCPKAYYSPVGKKNIYLNSGLTSTKNYGKTILTKEADLVTTHELGHNFGAEHDPDGLAECAPNEDQGGKYVMYPIAVSGDHENNKMFSNCSKQSIYKTIESKAQECFQERSNKVCGNSRVDEGEECDPGIMYLNNDT.... The compound is Cc1cc(COc2ccc(S(=O)(=O)N3CCN(C)C(C(=O)NO)C3)cc2)c2c(n1)CCCC2. (2) The small molecule is C=CCCn1cc(-c2cc(C(=O)N3CCOCC3)cc3[nH]cnc23)c2cc[nH]c2c1=O. The target protein sequence is MREEKKTKDLFELDDDFTAMYKVLDVVKAHKDSWPFLEPVDESYAPNYYQIIKAPMDISSMEKKLNGGLYCTKEEFVNDMKTMFRNCRKYNGESSEYTKMSDNLERCFHRAMMKH. The pIC50 is 7.9. (3) The compound is Nc1ccccc1NC(=O)c1cccnc1. The target protein (Q8WUI4) has sequence MDLRVGQRPPVEPPPEPTLLALQRPQRLHHHLFLAGLQQQRSVEPMRLSMDTPMPELQVGPQEQELRQLLHKDKSKRSAVASSVVKQKLAEVILKKQQAALERTVHPNSPGIPYRTLEPLETEGATRSMLSSFLPPVPSLPSDPPEHFPLRKTVSEPNLKLRYKPKKSLERRKNPLLRKESAPPSLRRRPAETLGDSSPSSSSTPASGCSSPNDSEHGPNPILGSEALLGQRLRLQETSVAPFALPTVSLLPAITLGLPAPARADSDRRTHPTLGPRGPILGSPHTPLFLPHGLEPEAGGTLPSRLQPILLLDPSGSHAPLLTVPGLGPLPFHFAQSLMTTERLSGSGLHWPLSRTRSEPLPPSATAPPPPGPMQPRLEQLKTHVQVIKRSAKPSEKPRLRQIPSAEDLETDGGGPGQVVDDGLEHRELGHGQPEARGPAPLQQHPQVLLWEQQRLAGRLPRGSTGDTVLLPLAQGGHRPLSRAQSSPAAPASLSAPEPA.... The pIC50 is 4.3. (4) The drug is CCS(=O)(=O)c1c(Cl)ccc(NC(=O)Nc2cccc(Cl)c2Cl)c1O. The target protein (P25025) has sequence MEDFNMESDSFEDFWKGEDLSNYSYSSTLPPFLLDAAPCEPESLEINKYFVVIIYALVFLLSLLGNSLVMLVILYSRVGRSVTDVYLLNLALADLLFALTLPIWAASKVNGWIFGTFLCKVVSLLKEVNFYSGILLLACISVDRYLAIVHATRTLTQKRYLVKFICLSIWGLSLLLALPVLLFRRTVYSSNVSPACYEDMGNNTANWRMLLRILPQSFGFIVPLLIMLFCYGFTLRTLFKAHMGQKHRAMRVIFAVVLIFLLCWLPYNLVLLADTLMRTQVIQETCERRNHIDRALDATEILGILHSCLNPLIYAFIGQKFRHGLLKILAIHGLISKDSLPKDSRPSFVGSSSGHTSTTL. The pIC50 is 9.2. (5) The drug is CC(C)C[C@H](NC(=O)[C@H](C)NC(=O)[C@H](CCCNC(=N)N)NC(=O)OCc1ccccc1)[C@@H](O)CC(=O)NC(C)c1ccccc1. The target protein sequence is MNNYFLRKENFFILFCFVFVSIFFVSNVTIIKCNNVENKIDNVGKKIENVGKKIGDMENKNDNVENKNDNVGNKNDNVKNASSDLYKYKLYGDIDEYAYYFLDIDIGKPSQRISLILDTGSSSLSFPCNGCKDCGIHMEKPYNLNYSKTSSILYCNKSNCPYGLKCVGNKCEYLQSYCEGSQIYGFYFSDIVTLPSYNNKNKISFEKLMGCHMHEESLFLHQQATGVLGFSLTKPNGVPTFVDLLFKHTPSLKPIYSICVSEHGGELIIGGYEPDYFLSNQKEKQKMDKSDNNSSNKGNVSIKLKNNDKNDDEENNSKDVIVSNNVEDIVWQAITRKYYYYIKIYGLDLYGTNIMDKKELDMLVDSGSTFTHIPENIYNQINYYLDILCIHDMTNIYEINKRLKLTNESLNKPLVYFEDFKTALKNIIQNENLCIKIVDGVQCWKSLENLPNLYITLSNNYKMIWKPSSYLYKKESFWCKGLEKQVNNKPILGLTFFKNK.... The pIC50 is 6.2. (6) The drug is CN1CCN(C2CCc3ccccc3C2=O)CC1. The target protein (P65456) has sequence MAQEVIKIRGGRTLNGEVNISGAKNSAVAIIPATLLAQGHVKLEGLPQISDVKTLVSLLEDLNIKASLNGTELEVDTTEIQNAALPNNKVESLRASYYMMGAMLGRFKKCVIGLPGGCPLGPRPIDQHIKGFKALGAEIDESSTTSMKIEAKELKGAHIFLDMVSVGATINIMLAAVYATGQTVIENAAKEPEVVDVANFLTSMGANIKGAGTSTIKINGVKELHGSEYQVIPDRIEAGTYMCIAAACGENVILNNIVPKHVETLTAKFSELGVNVDVRDERIRINNNAPYQFVDIKTLVYPGFATDLQQPITPLLFMANGPSFVTDTIYPERFKHVEELKRMGANIEVDEGTATIKPSTLHGAEVYASDLRAGACLIIAGLIAEGVTTIYNVKHIYRGYTDIVEHLKALGADIWTETV. The pIC50 is 4.9. (7) The drug is CCCCCCCCCP(=O)(OCC)OCN1C(=O)c2ccccc2C1=O. The target protein (P9WQN9) has sequence MTFFEQVRRLRSAATTLPRRLAIAAMGAVLVYGLVGTFGGPATAGAFSRPGLPVEYLQVPSASMGRDIKVQFQGGGPHAVYLLDGLRAQDDYNGWDINTPAFEEYYQSGLSVIMPVGGQSSFYTDWYQPSQSNGQNYTYKWETFLTREMPAWLQANKGVSPTGNAAVGLSMSGGSALILAAYYPQQFPYAASLSGFLNPSEGWWPTLIGLAMNDSGGYNANSMWGPSSDPAWKRNDPMVQIPRLVANNTRIWVYCGNGTPSDLGGDNIPAKFLEGLTLRTNQTFRDTYAADGGRNGVFNFPPNGTHSWPYWNEQLVAMKADIQHVLNGATPPAAPAAPAA. The pIC50 is 4.1. (8) The pIC50 is 5.0. The small molecule is CC(C)(C)NC(=O)C(=O)Nc1ccc(-c2cnco2)cc1. The target protein (P12268) has sequence MADYLISGGTSYVPDDGLTAQQLFNCGDGLTYNDFLILPGYIDFTADQVDLTSALTKKITLKTPLVSSPMDTVTEAGMAIAMALTGGIGFIHHNCTPEFQANEVRKVKKYEQGFITDPVVLSPKDRVRDVFEAKARHGFCGIPITDTGRMGSRLVGIISSRDIDFLKEEEHDCFLEEIMTKREDLVVAPAGITLKEANEILQRSKKGKLPIVNEDDELVAIIARTDLKKNRDYPLASKDAKKQLLCGAAIGTHEDDKYRLDLLAQAGVDVVVLDSSQGNSIFQINMIKYIKDKYPNLQVIGGNVVTAAQAKNLIDAGVDALRVGMGSGSICITQEVLACGRPQATAVYKVSEYARRFGVPVIADGGIQNVGHIAKALALGASTVMMGSLLAATTEAPGEYFFSDGIRLKKYRGMGSLDAMDKHLSSQNRYFSEADKIKVAQGVSGAVQDKGSIHKFVPYLIAGIQHSCQDIGAKSLTQVRAMMYSGELKFEKRTSSAQVE....